Dataset: Reaction yield outcomes from USPTO patents with 853,638 reactions. Task: Predict the reaction yield, written as a fraction of the theoretical maximum amount of product (1.0 means a 100% yield; for example, 0.34 means a 34% yield). The reactants are [S:1]1[C:9]2[CH2:8][CH2:7][NH:6][CH2:5][C:4]=2[CH:3]=[CH:2]1.[NH:10]1[C:14]2[CH:15]=[CH:16][CH:17]=[CH:18][C:13]=2[N:12]=[N:11]1.[Cl:19][C:20]1[CH:27]=[CH:26][CH:25]=[CH:24][C:21]=1[CH:22]=O. The yield is 0.617. The product is [Cl:19][C:20]1[CH:27]=[CH:26][CH:25]=[CH:24][C:21]=1[CH:22]([N:6]1[CH2:7][CH2:8][C:9]2[S:1][CH:2]=[CH:3][C:4]=2[CH2:5]1)[N:10]1[C:14]2[CH:15]=[CH:16][CH:17]=[CH:18][C:13]=2[N:12]=[N:11]1. The catalyst is C(OCC)C.